From a dataset of Catalyst prediction with 721,799 reactions and 888 catalyst types from USPTO. Predict which catalyst facilitates the given reaction. (1) Reactant: C([O:7][CH2:8][C@@H:9]([O:43][C:44]([CH3:47])([CH3:46])[CH3:45])[C:10]1[C:34]([CH3:35])=[CH:33][C:13]2[N:14]=[C:15]([C:17]3[CH:18]=[N:19][CH:20]=[C:21]([C:23]4[CH:24]=[C:25]5[C:29](=[CH:30][CH:31]=4)[N:28]([CH3:32])[N:27]=[CH:26]5)[CH:22]=3)[S:16][C:12]=2[C:11]=1[C:36]1[CH:41]=[CH:40][C:39]([Cl:42])=[CH:38][CH:37]=1)(=O)C(C)(C)C.C1COCC1.CO.[OH-].[Na+]. Product: [C:44]([O:43][C@@H:9]([C:10]1[C:34]([CH3:35])=[CH:33][C:13]2[N:14]=[C:15]([C:17]3[CH:18]=[N:19][CH:20]=[C:21]([C:23]4[CH:24]=[C:25]5[C:29](=[CH:30][CH:31]=4)[N:28]([CH3:32])[N:27]=[CH:26]5)[CH:22]=3)[S:16][C:12]=2[C:11]=1[C:36]1[CH:41]=[CH:40][C:39]([Cl:42])=[CH:38][CH:37]=1)[CH2:8][OH:7])([CH3:47])([CH3:45])[CH3:46]. The catalyst class is: 13. (2) Reactant: Cl[C:2]1[N:10]=[C:9]2[C:5]([NH:6][CH:7]=[N:8]2)=[C:4](Cl)[N:3]=1.C(OCC)(=O)C.O1C=CCCC1.C(N1CCNCC1)C. Product: [N:3]1[CH:4]=[C:5]2[C:9]([N:8]=[CH:7][NH:6]2)=[N:10][CH:2]=1. The catalyst class is: 66. (3) Reactant: [N:1]([CH2:4][C@@H:5]([OH:23])[C@@H:6]([NH:14][C:15]1[C:16](=O)[C:17](=[O:21])[C:18]=1[O:19]C)[CH2:7][CH:8]1[CH2:13][CH2:12][CH2:11][CH2:10][CH2:9]1)=[N+:2]=[N-:3].Cl.[CH3:25][O:26][CH2:27][CH2:28][CH2:29][O:30][CH:31]([C:38]1[CH:43]=[CH:42][CH:41]=[CH:40][CH:39]=1)[CH:32]1[CH2:37][CH2:36][CH2:35][NH:34][CH2:33]1.CCN(CC)CC. Product: [N:1]([CH2:4][C@@H:5]([OH:23])[C@@H:6]([NH:14][C:15]1[C:18](=[O:19])[C:17](=[O:21])[C:16]=1[N:34]1[CH2:35][CH2:36][CH2:37][CH:32]([CH:31]([O:30][CH2:29][CH2:28][CH2:27][O:26][CH3:25])[C:38]2[CH:39]=[CH:40][CH:41]=[CH:42][CH:43]=2)[CH2:33]1)[CH2:7][CH:8]1[CH2:9][CH2:10][CH2:11][CH2:12][CH2:13]1)=[N+:2]=[N-:3]. The catalyst class is: 10. (4) Reactant: Cl.[CH3:2][C:3]1[C:11]2[NH:10][C:9]3[CH2:12][CH2:13][NH:14][CH2:15][C:8]=3[C:7]=2[CH:6]=[C:5]([CH3:16])[CH:4]=1.[C:17](O[C:17]([O:19][C:20]([CH3:23])([CH3:22])[CH3:21])=[O:18])([O:19][C:20]([CH3:23])([CH3:22])[CH3:21])=[O:18].[OH-].[Na+]. Product: [C:20]([O:19][C:17]([N:14]1[CH2:13][CH2:12][C:9]2[NH:10][C:11]3[C:3]([CH3:2])=[CH:4][C:5]([CH3:16])=[CH:6][C:7]=3[C:8]=2[CH2:15]1)=[O:18])([CH3:23])([CH3:22])[CH3:21]. The catalyst class is: 12. (5) Reactant: [OH:1][C:2]1[CH:7]=[C:6]([OH:8])[C:5]([CH:9]([CH3:11])[CH3:10])=[CH:4][C:3]=1[C:12]1[O:16][N:15]=[C:14]([C:17]([NH:19][CH2:20][CH3:21])=[O:18])[C:13]=1[C:22]1[N:26]=[C:25]([CH3:27])[O:24][N:23]=1.C(=O)([O-])[O-].[Na+:32].[Na+]. Product: [CH2:20]([NH:19][C:17]([C:14]1[C:13]([C:22]2[N:26]=[C:25]([CH3:27])[O:24][N:23]=2)=[C:12]([C:3]2[CH:4]=[C:5]([CH:9]([CH3:10])[CH3:11])[C:6]([O-:8])=[CH:7][C:2]=2[O-:1])[O:16][N:15]=1)=[O:18])[CH3:21].[Na+:32].[Na+:32]. The catalyst class is: 6. (6) Reactant: [H-].[Na+].COP([CH2:9][C:10]([O:12][C:13]([CH3:16])([CH3:15])[CH3:14])=[O:11])(OC)=O.[CH2:17]([O:24][C:25]([NH:27][C@H:28]1[CH2:34][CH2:33][C@@H:32]2[CH2:35][C@H:29]1[CH:30](O)[N:31]2[C:36]([O:38][C:39]([CH3:42])([CH3:41])[CH3:40])=[O:37])=[O:26])[C:18]1[CH:23]=[CH:22][CH:21]=[CH:20][CH:19]=1.[NH4+].[Cl-]. Product: [CH2:17]([O:24][C:25]([NH:27][C@H:28]1[CH2:34][CH2:33][C@@H:32]([NH:31][C:36]([O:38][C:39]([CH3:42])([CH3:41])[CH3:40])=[O:37])[CH2:35][C@H:29]1[CH:30]=[CH:9][C:10]([O:12][C:13]([CH3:14])([CH3:15])[CH3:16])=[O:11])=[O:26])[C:18]1[CH:19]=[CH:20][CH:21]=[CH:22][CH:23]=1. The catalyst class is: 54.